This data is from Full USPTO retrosynthesis dataset with 1.9M reactions from patents (1976-2016). The task is: Predict the reactants needed to synthesize the given product. (1) Given the product [ClH:28].[NH2:19][C@@H:15]([CH2:16][C:17]#[CH:18])[C:14]([NH:13][CH2:12][CH2:11][NH:10][C:2]1[O:1][C:5]2[CH:6]=[CH:7][CH:8]=[CH:9][C:4]=2[N:3]=1)=[O:27], predict the reactants needed to synthesize it. The reactants are: [O:1]1[C:5]2[CH:6]=[CH:7][CH:8]=[CH:9][C:4]=2[N:3]=[C:2]1[NH:10][CH2:11][CH2:12][NH:13][C:14](=[O:27])[C@@H:15]([NH:19]C(=O)OC(C)(C)C)[CH2:16][C:17]#[CH:18].[ClH:28]. (2) Given the product [OH:1][N:2]=[C:3]([NH:27][C:36](=[O:37])[O:38][C:39]1[CH:44]=[CH:43][CH:42]=[CH:41][CH:40]=1)[CH2:4][O:5][C:6]1[CH:11]=[CH:10][C:9]([C:12](=[N:14][O:15][CH2:16][C:17]2[CH:22]=[CH:21][C:20]([C:23]([F:25])([F:24])[F:26])=[CH:19][CH:18]=2)[CH3:13])=[CH:8][CH:7]=1, predict the reactants needed to synthesize it. The reactants are: [OH:1][NH:2][C:3](=[NH:27])[CH2:4][O:5][C:6]1[CH:11]=[CH:10][C:9]([C:12](=[N:14][O:15][CH2:16][C:17]2[CH:22]=[CH:21][C:20]([C:23]([F:26])([F:25])[F:24])=[CH:19][CH:18]=2)[CH3:13])=[CH:8][CH:7]=1.C(N(CC)CC)C.Cl[C:36]([O:38][C:39]1[CH:44]=[CH:43][CH:42]=[CH:41][CH:40]=1)=[O:37].O. (3) Given the product [Cl:1][C:2]1[CH:3]=[C:4]([C:12]2[O:16][N:15]=[C:14]([C:17]3[CH:18]=[CH:19][C:20]([CH2:36][CH2:37][CH2:38][C:39]([O:41][CH2:42][CH3:43])=[O:40])=[C:21]4[C:25]=3[NH:24][CH:23]=[CH:22]4)[N:13]=2)[CH:5]=[CH:6][C:7]=1[O:8][CH:9]([CH3:11])[CH3:10], predict the reactants needed to synthesize it. The reactants are: [Cl:1][C:2]1[CH:3]=[C:4]([C:12]2[O:16][N:15]=[C:14]([C:17]3[CH:18]=[CH:19][C:20]([CH2:36][CH2:37][CH2:38][C:39]([O:41][CH2:42][CH3:43])=[O:40])=[C:21]4[C:25]=3[N:24](S(C3C=CC(C)=CC=3)(=O)=O)[CH:23]=[CH:22]4)[N:13]=2)[CH:5]=[CH:6][C:7]=1[O:8][CH:9]([CH3:11])[CH3:10].CCCC[N+](CCCC)(CCCC)CCCC.[F-].CCOC(C)=O.